This data is from Forward reaction prediction with 1.9M reactions from USPTO patents (1976-2016). The task is: Predict the product of the given reaction. (1) Given the reactants [CH3:1][O:2][C:3]1[CH:8]=[CH:7][CH:6]=[CH:5][C:4]=1[N:9]1[CH2:14][CH2:13][C:12]([C:23]([NH:25][S:26](=[O:41])(=[O:40])[O:27][C:28]2[C:33]([CH:34]([CH3:36])[CH3:35])=[CH:32][CH:31]=[CH:30][C:29]=2[CH:37]([CH3:39])[CH3:38])=[O:24])([C:15]2[CH:20]=[CH:19][CH:18]=[C:17]([O:21][CH3:22])[CH:16]=2)[CH2:11][CH2:10]1.[ClH:42].C(OCC)C, predict the reaction product. The product is: [ClH:42].[CH3:1][O:2][C:3]1[CH:8]=[CH:7][CH:6]=[CH:5][C:4]=1[N:9]1[CH2:10][CH2:11][C:12]([C:23]([NH:25][S:26](=[O:40])(=[O:41])[O:27][C:28]2[C:29]([CH:37]([CH3:39])[CH3:38])=[CH:30][CH:31]=[CH:32][C:33]=2[CH:34]([CH3:36])[CH3:35])=[O:24])([C:15]2[CH:20]=[CH:19][CH:18]=[C:17]([O:21][CH3:22])[CH:16]=2)[CH2:13][CH2:14]1. (2) Given the reactants P(Cl)(Cl)([Cl:3])=O.[NH:6]1[C:14]2[C:9](=[CH:10][CH:11]=[CH:12][CH:13]=2)[CH2:8][C:7]1=O.CN([CH:19]=[O:20])C, predict the reaction product. The product is: [Cl:3][C:7]1[NH:6][C:14]2[C:9]([C:8]=1[CH:19]=[O:20])=[CH:10][CH:11]=[CH:12][CH:13]=2. (3) Given the reactants [Br:1][C:2]1[C:3]([Cl:11])=[N:4][CH:5]=[C:6]([CH:10]=1)[C:7]([OH:9])=O.[F:12][C:13]([F:25])([F:24])[S:14]([C:17]1[CH:23]=[CH:22][C:20]([NH2:21])=[CH:19][CH:18]=1)(=[O:16])=[O:15], predict the reaction product. The product is: [Br:1][C:2]1[C:3]([Cl:11])=[N:4][CH:5]=[C:6]([CH:10]=1)[C:7]([NH:21][C:20]1[CH:22]=[CH:23][C:17]([S:14]([C:13]([F:25])([F:12])[F:24])(=[O:16])=[O:15])=[CH:18][CH:19]=1)=[O:9]. (4) Given the reactants Br[C:2]1[CH:7]=[C:6]([C:8]([F:11])([F:10])[F:9])[CH:5]=[C:4]([F:12])[CH:3]=1.[Li]CCCC.[Cl:18][C:19]1[CH:20]=[CH:21][C:22]([C:25]#[N:26])=[N:23][CH:24]=1.C[Si](C)(C)Cl.[CH2:32]([Mg]Cl)[C:33]1[CH:38]=[CH:37][CH:36]=[CH:35][CH:34]=1, predict the reaction product. The product is: [Cl:18][C:19]1[CH:20]=[CH:21][C:22]([C:25]([C:2]2[CH:7]=[C:6]([C:8]([F:11])([F:10])[F:9])[CH:5]=[C:4]([F:12])[CH:3]=2)([NH2:26])[CH2:32][C:33]2[CH:38]=[CH:37][CH:36]=[CH:35][CH:34]=2)=[N:23][CH:24]=1.